From a dataset of NCI-60 drug combinations with 297,098 pairs across 59 cell lines. Regression. Given two drug SMILES strings and cell line genomic features, predict the synergy score measuring deviation from expected non-interaction effect. (1) Drug 1: C1CCN(CC1)CCOC2=CC=C(C=C2)C(=O)C3=C(SC4=C3C=CC(=C4)O)C5=CC=C(C=C5)O. Drug 2: CC1=C(C(=O)C2=C(C1=O)N3CC4C(C3(C2COC(=O)N)OC)N4)N. Cell line: MCF7. Synergy scores: CSS=29.4, Synergy_ZIP=-3.78, Synergy_Bliss=-2.44, Synergy_Loewe=2.98, Synergy_HSA=3.04. (2) Drug 1: C1=CC(=CC=C1CCCC(=O)O)N(CCCl)CCCl. Drug 2: C1=NC2=C(N1)C(=S)N=C(N2)N. Cell line: SK-MEL-2. Synergy scores: CSS=24.2, Synergy_ZIP=-9.13, Synergy_Bliss=2.29, Synergy_Loewe=-0.105, Synergy_HSA=1.84. (3) Drug 1: C1=CC(=CC=C1C#N)C(C2=CC=C(C=C2)C#N)N3C=NC=N3. Drug 2: C(=O)(N)NO. Cell line: ACHN. Synergy scores: CSS=-5.75, Synergy_ZIP=6.06, Synergy_Bliss=5.65, Synergy_Loewe=-5.66, Synergy_HSA=-4.92. (4) Drug 1: C1=CC(=CC=C1CCCC(=O)O)N(CCCl)CCCl. Drug 2: CC1CCCC2(C(O2)CC(NC(=O)CC(C(C(=O)C(C1O)C)(C)C)O)C(=CC3=CSC(=N3)C)C)C. Cell line: NCI-H460. Synergy scores: CSS=6.73, Synergy_ZIP=-1.52, Synergy_Bliss=-2.13, Synergy_Loewe=-4.26, Synergy_HSA=-3.76.